This data is from Reaction yield outcomes from USPTO patents with 853,638 reactions. The task is: Predict the reaction yield, written as a fraction of the theoretical maximum amount of product (1.0 means a 100% yield; for example, 0.34 means a 34% yield). The reactants are [F:1][C:2]([F:34])([F:33])[C:3]([C@H:16]1[CH2:21][CH2:20][C@H:19]([NH:22][S:23]([C:26]2[S:30][C:29]([CH3:31])=[N:28][C:27]=2[CH3:32])(=[O:25])=[O:24])[CH2:18][CH2:17]1)([O:8][Si](CC)(CC)CC)[C:4]([F:7])([F:6])[F:5].[Li][CH2:36][CH2:37]CC.[CH2:40](I)[CH3:41].CCCC[N+](CCCC)(CCCC)CCCC.[F-]. The catalyst is C1COCC1.CCCCCC. The product is [CH2:36]([N:22]([C@H:19]1[CH2:18][CH2:17][C@H:16]([C:3]([OH:8])([C:2]([F:34])([F:1])[F:33])[C:4]([F:5])([F:6])[F:7])[CH2:21][CH2:20]1)[S:23]([C:26]1[S:30][C:29]([CH2:31][CH2:40][CH3:41])=[N:28][C:27]=1[CH3:32])(=[O:25])=[O:24])[CH3:37]. The yield is 0.110.